Regression/Classification. Given a drug SMILES string, predict its absorption, distribution, metabolism, or excretion properties. Task type varies by dataset: regression for continuous measurements (e.g., permeability, clearance, half-life) or binary classification for categorical outcomes (e.g., BBB penetration, CYP inhibition). Dataset: pampa_ncats. From a dataset of PAMPA (Parallel Artificial Membrane Permeability Assay) permeability data from NCATS. (1) The drug is CC1=CC=C(C=C1)S(=O)(=O)NC2=C(C=CN=C2)C(=O)NCCC3=CC=CC=C3. The result is 1 (high permeability). (2) The molecule is C1CN(CCC1(C2=CC=C(C=C2)Cl)O)CC3=CNC4=CC=CC=C43. The result is 1 (high permeability). (3) The drug is CC1=C(C=CC(=C1)F)C2=C3C=CC(=O)N(C3=NC(=N2)NCCN=C(N)NC#N)C4=C(C=CC=C4F)F. The result is 0 (low-to-moderate permeability). (4) The compound is CCOC1=C(C=C(C=C1)NC(=O)C2=CC(=CC=C2)N3C=CC=C3)S(=O)(=O)N4CCOCC4. The result is 1 (high permeability). (5) The compound is CC(=O)NC1=CC=C(C=C1)NC2=NN=C(C3=CC=CC=C32)C4=CC=C(C=C4)OCC#C. The result is 1 (high permeability). (6) The drug is C1COCCN1S(=O)(=O)C2=CC=CC(=C2)C(=O)NC3=NC(=CS3)C4=CC=CC=N4. The result is 1 (high permeability).